Regression. Given two drug SMILES strings and cell line genomic features, predict the synergy score measuring deviation from expected non-interaction effect. From a dataset of NCI-60 drug combinations with 297,098 pairs across 59 cell lines. (1) Drug 1: CC1=CC2C(CCC3(C2CCC3(C(=O)C)OC(=O)C)C)C4(C1=CC(=O)CC4)C. Drug 2: C1CC(C1)(C(=O)O)C(=O)O.[NH2-].[NH2-].[Pt+2]. Cell line: NCI-H522. Synergy scores: CSS=24.9, Synergy_ZIP=-7.11, Synergy_Bliss=-1.96, Synergy_Loewe=-8.90, Synergy_HSA=-1.67. (2) Drug 1: CC1CCC2CC(C(=CC=CC=CC(CC(C(=O)C(C(C(=CC(C(=O)CC(OC(=O)C3CCCCN3C(=O)C(=O)C1(O2)O)C(C)CC4CCC(C(C4)OC)OCCO)C)C)O)OC)C)C)C)OC. Drug 2: CC12CCC3C(C1CCC2O)C(CC4=C3C=CC(=C4)O)CCCCCCCCCS(=O)CCCC(C(F)(F)F)(F)F. Cell line: HCC-2998. Synergy scores: CSS=16.1, Synergy_ZIP=10.9, Synergy_Bliss=10.9, Synergy_Loewe=6.21, Synergy_HSA=6.77. (3) Synergy scores: CSS=21.9, Synergy_ZIP=-2.29, Synergy_Bliss=0.785, Synergy_Loewe=8.83, Synergy_HSA=3.22. Drug 1: CC1=C(C(=CC=C1)Cl)NC(=O)C2=CN=C(S2)NC3=CC(=NC(=N3)C)N4CCN(CC4)CCO. Drug 2: C(CCl)NC(=O)N(CCCl)N=O. Cell line: MOLT-4. (4) Synergy scores: CSS=24.1, Synergy_ZIP=-0.465, Synergy_Bliss=0.961, Synergy_Loewe=-4.00, Synergy_HSA=-1.71. Cell line: SF-268. Drug 2: CC1CCCC2(C(O2)CC(NC(=O)CC(C(C(=O)C(C1O)C)(C)C)O)C(=CC3=CSC(=N3)C)C)C. Drug 1: CC1C(C(CC(O1)OC2CC(CC3=C2C(=C4C(=C3O)C(=O)C5=C(C4=O)C(=CC=C5)OC)O)(C(=O)C)O)N)O.Cl.